This data is from Reaction yield outcomes from USPTO patents with 853,638 reactions. The task is: Predict the reaction yield, written as a fraction of the theoretical maximum amount of product (1.0 means a 100% yield; for example, 0.34 means a 34% yield). (1) The yield is 0.600. The catalyst is CN(C=O)C. The reactants are [CH3:1][C:2]1([CH3:16])[C:6]([CH3:8])([CH3:7])[O:5][B:4]([C:9]2[CH:10]=[C:11]([CH:13]=[CH:14][CH:15]=2)[NH2:12])[O:3]1.[CH:17]1[CH:22]=[C:21]2[C:23]([N:25]([CH2:28][C:29](O)=[O:30])[C:26](=[O:27])[C:20]2=[CH:19][CH:18]=1)=[O:24].C1C=CC2N(O)N=NC=2C=1. The product is [O:24]=[C:23]1[C:21]2[C:20](=[CH:19][CH:18]=[CH:17][CH:22]=2)[C:26](=[O:27])[N:25]1[CH2:28][C:29]([NH:12][C:11]1[CH:13]=[CH:14][CH:15]=[C:9]([B:4]2[O:3][C:2]([CH3:16])([CH3:1])[C:6]([CH3:7])([CH3:8])[O:5]2)[CH:10]=1)=[O:30]. (2) The yield is 0.720. The product is [OH:36][C:37]1[CH:42]=[C:41]([C:2]2[CH:35]=[CH:34][CH:33]=[C:4]([CH2:5][O:6][CH:7]3[CH2:12][CH2:11][N:10]([C:13]([CH3:31])([CH3:32])[CH2:14][CH2:15][C:16]([C:19]4[CH:20]=[CH:21][CH:22]=[CH:23][CH:24]=4)([C:25]4[CH:26]=[CH:27][CH:28]=[CH:29][CH:30]=4)[C:17]#[N:18])[CH2:9][CH2:8]3)[CH:3]=2)[CH:40]=[CH:39][CH:38]=1. The catalyst is O1CCCC1.O.C1C=CC(P(C2C=CC=CC=2)[C-]2C=CC=C2)=CC=1.C1C=CC(P(C2C=CC=CC=2)[C-]2C=CC=C2)=CC=1.Cl[Pd]Cl.[Fe+2]. The reactants are Br[C:2]1[CH:3]=[C:4]([CH:33]=[CH:34][CH:35]=1)[CH2:5][O:6][CH:7]1[CH2:12][CH2:11][N:10]([C:13]([CH3:32])([CH3:31])[CH2:14][CH2:15][C:16]([C:25]2[CH:30]=[CH:29][CH:28]=[CH:27][CH:26]=2)([C:19]2[CH:24]=[CH:23][CH:22]=[CH:21][CH:20]=2)[C:17]#[N:18])[CH2:9][CH2:8]1.[OH:36][C:37]1[CH:38]=[C:39](B(O)O)[CH:40]=[CH:41][CH:42]=1.C(=O)([O-])[O-].[Na+].[Na+]. (3) The reactants are [CH3:1][N:2]([CH:4]=O)C.N[C:7]1[CH:12]=[CH:11][CH:10]=[CH:9][C:8]=1S.CC(OC(C)=O)=O. The catalyst is C1C=CC=CC=1. The product is [NH:2]1[C:1]2[C:12](=[CH:7][CH:8]=[CH:9][CH:10]=2)[CH:11]=[CH:4]1. The yield is 0.320.